This data is from NCI-60 drug combinations with 297,098 pairs across 59 cell lines. The task is: Regression. Given two drug SMILES strings and cell line genomic features, predict the synergy score measuring deviation from expected non-interaction effect. (1) Drug 2: CC12CCC3C(C1CCC2O)C(CC4=C3C=CC(=C4)O)CCCCCCCCCS(=O)CCCC(C(F)(F)F)(F)F. Cell line: SNB-75. Synergy scores: CSS=36.7, Synergy_ZIP=1.24, Synergy_Bliss=0.547, Synergy_Loewe=-27.7, Synergy_HSA=1.46. Drug 1: CC1=C2C(C(=O)C3(C(CC4C(C3C(C(C2(C)C)(CC1OC(=O)C(C(C5=CC=CC=C5)NC(=O)OC(C)(C)C)O)O)OC(=O)C6=CC=CC=C6)(CO4)OC(=O)C)OC)C)OC. (2) Drug 1: CCC(=C(C1=CC=CC=C1)C2=CC=C(C=C2)OCCN(C)C)C3=CC=CC=C3.C(C(=O)O)C(CC(=O)O)(C(=O)O)O. Drug 2: C1=CC=C(C=C1)NC(=O)CCCCCCC(=O)NO. Cell line: RXF 393. Synergy scores: CSS=9.45, Synergy_ZIP=-2.83, Synergy_Bliss=4.61, Synergy_Loewe=2.51, Synergy_HSA=3.99.